This data is from Catalyst prediction with 721,799 reactions and 888 catalyst types from USPTO. The task is: Predict which catalyst facilitates the given reaction. (1) Reactant: [CH3:1][N:2]1[CH2:15][CH2:14][C:5]2[NH:6][C:7]3[CH:8]=[CH:9][C:10]([CH3:13])=[CH:11][C:12]=3[C:4]=2[CH2:3]1.Br[C:17]1[N:21]([CH3:22])[CH:20]=[N:19][CH:18]=1.[O-]P([O-])([O-])=O.[K+].[K+].[K+].N1CCC[C@H]1C(O)=O. Product: [CH3:1][N:2]1[CH2:15][CH2:14][C:5]2[N:6]([C:17]3[N:21]([CH3:22])[CH:20]=[N:19][CH:18]=3)[C:7]3[CH:8]=[CH:9][C:10]([CH3:13])=[CH:11][C:12]=3[C:4]=2[CH2:3]1. The catalyst class is: 580. (2) Reactant: [Br:1][C:2]1[CH:3]=[CH:4][C:5]([CH:8]2[O:12][C:11](=[O:13])[NH:10][CH2:9]2)=[N:6][CH:7]=1.[H-].[Na+].I[CH3:17]. Product: [Br:1][C:2]1[CH:3]=[CH:4][C:5]([CH:8]2[O:12][C:11](=[O:13])[N:10]([CH3:17])[CH2:9]2)=[N:6][CH:7]=1. The catalyst class is: 30. (3) Reactant: [N:1]1[C:10]2[C:5](=[CH:6][C:7]([CH2:11][N:12]3[C:16]4=[N:17][C:18]([C:21]([O:23]C)=[O:22])=[CH:19][N:20]=[C:15]4[N:14]=[N:13]3)=[CH:8][CH:9]=2)[CH:4]=[CH:3][CH:2]=1. Product: [N:1]1[C:10]2[C:5](=[CH:6][C:7]([CH2:11][N:12]3[C:16]4=[N:17][C:18]([C:21]([OH:23])=[O:22])=[CH:19][N:20]=[C:15]4[N:14]=[N:13]3)=[CH:8][CH:9]=2)[CH:4]=[CH:3][CH:2]=1. The catalyst class is: 1.